From a dataset of Reaction yield outcomes from USPTO patents with 853,638 reactions. Predict the reaction yield, written as a fraction of the theoretical maximum amount of product (1.0 means a 100% yield; for example, 0.34 means a 34% yield). The reactants are Cl[C:2]1[C:18]([N+:19]([O-:21])=[O:20])=[CH:17][C:5]([C:6]([O:8][CH2:9][CH2:10][CH:11]2[CH2:16][CH2:15][CH2:14][CH2:13][CH2:12]2)=[O:7])=[CH:4][C:3]=1[N+:22]([O-:24])=[O:23].[S:25]([O-:28])([O-:27])=[O:26].[Na+:29].[Na+].O.C(O)(C)C. The catalyst is C(#N)C. The product is [CH:11]1([CH2:10][CH2:9][O:8][C:6]([C:5]2[CH:17]=[C:18]([N+:19]([O-:21])=[O:20])[C:2]([S:25]([O-:28])(=[O:27])=[O:26])=[C:3]([N+:22]([O-:24])=[O:23])[CH:4]=2)=[O:7])[CH2:16][CH2:15][CH2:14][CH2:13][CH2:12]1.[Na+:29]. The yield is 0.907.